Predict the reactants needed to synthesize the given product. From a dataset of Full USPTO retrosynthesis dataset with 1.9M reactions from patents (1976-2016). (1) Given the product [CH3:36][N:37]1[CH2:42][CH2:41][N:40]([C:12]([C:11]2[CH:10]=[C:9]([CH:17]=[CH:16][CH:15]=2)[CH2:8][N:7]2[C:2](=[O:1])[CH:3]=[CH:4][C:5]([C:18]3[O:22][N:21]=[C:20]([C:23]4[CH:24]=[CH:25][C:26]([C:29]([CH3:34])([CH3:35])[C:30]([F:33])([F:32])[F:31])=[CH:27][CH:28]=4)[N:19]=3)=[N:6]2)=[O:13])[CH2:39][CH2:38]1, predict the reactants needed to synthesize it. The reactants are: [O:1]=[C:2]1[N:7]([CH2:8][C:9]2[CH:10]=[C:11]([CH:15]=[CH:16][CH:17]=2)[C:12](Cl)=[O:13])[N:6]=[C:5]([C:18]2[O:22][N:21]=[C:20]([C:23]3[CH:28]=[CH:27][C:26]([C:29]([CH3:35])([CH3:34])[C:30]([F:33])([F:32])[F:31])=[CH:25][CH:24]=3)[N:19]=2)[CH:4]=[CH:3]1.[CH3:36][N:37]1[CH2:42][CH2:41][NH:40][CH2:39][CH2:38]1. (2) Given the product [Cl:1][C:2]1[O:6][C:5]([C:7]([NH:16][C@@H:17]([CH2:30][C:31]2[CH:36]=[CH:35][CH:34]=[CH:33][C:32]=2[C:37]([F:40])([F:38])[F:39])[CH2:18][N:19]2[C:27](=[O:28])[C:26]3[C:21](=[CH:22][CH:23]=[CH:24][CH:25]=3)[C:20]2=[O:29])=[O:9])=[CH:4][C:3]=1[C:10]1[N:14]([CH3:15])[N:13]=[CH:12][CH:11]=1, predict the reactants needed to synthesize it. The reactants are: [Cl:1][C:2]1[O:6][C:5]([C:7]([OH:9])=O)=[CH:4][C:3]=1[C:10]1[N:14]([CH3:15])[N:13]=[CH:12][CH:11]=1.[NH2:16][C@@H:17]([CH2:30][C:31]1[CH:36]=[CH:35][CH:34]=[CH:33][C:32]=1[C:37]([F:40])([F:39])[F:38])[CH2:18][N:19]1[C:27](=[O:28])[C:26]2[C:21](=[CH:22][CH:23]=[CH:24][CH:25]=2)[C:20]1=[O:29].C(N(CC)C(C)C)(C)C.F[P-](F)(F)(F)(F)F.Br[P+](N1CCCC1)(N1CCCC1)N1CCCC1. (3) Given the product [Cl:1][C:2]1[CH:7]=[CH:6][C:5]([NH:8][C:9](=[O:21])[C:10]2[CH:15]=[CH:14][C:13]([C:16]([F:17])([F:19])[F:18])=[N:12][C:11]=2[CH3:20])=[CH:4][C:3]=1[C:22]1[CH:27]=[CH:26][C:25]([O:28][CH2:30][CH3:31])=[CH:24][N:23]=1, predict the reactants needed to synthesize it. The reactants are: [Cl:1][C:2]1[CH:7]=[CH:6][C:5]([NH:8][C:9](=[O:21])[C:10]2[CH:15]=[CH:14][C:13]([C:16]([F:19])([F:18])[F:17])=[N:12][C:11]=2[CH3:20])=[CH:4][C:3]=1[C:22]1[CH:27]=[CH:26][C:25]([OH:28])=[CH:24][N:23]=1.I[CH2:30][CH3:31]. (4) Given the product [CH3:1][CH2:2][C@H:3]([CH:28]([CH3:29])[CH3:30])/[CH:4]=[CH:5]/[C@H:6]([C@@H:8]1[C@@:12]2([CH3:27])[CH2:13][CH2:14][C@@H:15]3[C@@:20]4([CH3:26])[CH2:21][CH2:22][CH:23]([O:25][CH3:35])[CH2:24][C:19]4=[CH:18][CH2:17][C@H:16]3[C@@H:11]2[CH2:10][CH2:9]1)[CH3:7], predict the reactants needed to synthesize it. The reactants are: [CH3:1][CH2:2][C@@H:3]([CH:28]([CH3:30])[CH3:29])/[CH:4]=[CH:5]/[C@H:6]([C@@H:8]1[C@@:12]2([CH3:27])[CH2:13][CH2:14][C@@H:15]3[C@@:20]4([CH3:26])[CH2:21][CH2:22][C@H:23]([OH:25])[CH2:24][C:19]4=[CH:18][CH2:17][C@H:16]3[C@@H:11]2[CH2:10][CH2:9]1)[CH3:7].S([C:35]1C=CC(C)=CC=1)([O-])(=O)=O.N1C=CC=CC=1.